Dataset: Forward reaction prediction with 1.9M reactions from USPTO patents (1976-2016). Task: Predict the product of the given reaction. (1) The product is: [CH3:1][O:2][C:3](=[O:16])[C:4]1[CH:9]=[CH:8][C:7]([C:10]([CH3:11])([CH3:12])[CH3:13])=[C:6]([OH:14])[CH:5]=1. Given the reactants [CH3:1][O:2][C:3](=[O:16])[C:4]1[CH:9]=[CH:8][C:7]([C:10]([CH3:13])([CH3:12])[CH3:11])=[C:6]([O:14]C)[CH:5]=1.B(Br)(Br)Br, predict the reaction product. (2) Given the reactants [CH3:1][C:2]1[CH:7]=[CH:6][C:5]([S:8]([O:11][CH2:12][CH:13]2[CH2:17][C:16]3[CH:18]=[CH:19][CH:20]=[C:21](Br)[C:15]=3[O:14]2)(=[O:10])=[O:9])=[CH:4][CH:3]=1.[Cl:23][C:24]1[CH:29]=[CH:28][CH:27]=[CH:26][C:25]=1B(O)O.C(=O)([O-])[O-].[K+].[K+].CC1C=CC(S(OCC2CC3C(C4C=CC=CC=4)=CC=CC=3O2)(=O)=O)=CC=1, predict the reaction product. The product is: [CH3:1][C:2]1[CH:7]=[CH:6][C:5]([S:8]([O:11][CH2:12][CH:13]2[CH2:17][C:16]3[CH:18]=[CH:19][CH:20]=[C:21]([C:25]4[CH:26]=[CH:27][CH:28]=[CH:29][C:24]=4[Cl:23])[C:15]=3[O:14]2)(=[O:10])=[O:9])=[CH:4][CH:3]=1.